From a dataset of Catalyst prediction with 721,799 reactions and 888 catalyst types from USPTO. Predict which catalyst facilitates the given reaction. Reactant: [CH2:1]([O:9][C:10](=[O:13])[CH:11]=[CH2:12])[CH2:2][CH2:3][CH2:4][CH2:5][CH:6]([CH3:8])[CH3:7].[C:14]([NH2:18])(=[O:17])[CH:15]=[CH2:16].C1C=CC(C(OOC(C2C=CC=CC=2)=O)=O)=CC=1. Product: [CH2:1]([O:9][C:10](=[O:13])[CH:11]=[CH2:12])[CH2:2][CH2:3][CH2:4][CH2:5][CH:6]([CH3:8])[CH3:7].[C:14]([NH2:18])(=[O:17])[CH:15]=[CH2:16]. The catalyst class is: 370.